This data is from Forward reaction prediction with 1.9M reactions from USPTO patents (1976-2016). The task is: Predict the product of the given reaction. Given the reactants [CH3:1][C:2]([CH3:13])([C:7](=O)[C:8](OC)=[O:9])[C:3]([O:5][CH3:6])=[O:4].[F:14][C:15]1[CH:35]=[CH:34][CH:33]=[CH:32][C:16]=1[CH2:17][N:18]1[C:22]2=[N:23][C:24]([CH3:27])=[N:25][CH:26]=[C:21]2[C:20]([C:28](=[NH:31])[NH:29][NH2:30])=[N:19]1, predict the reaction product. The product is: [F:14][C:15]1[CH:35]=[CH:34][CH:33]=[CH:32][C:16]=1[CH2:17][N:18]1[C:22]2=[N:23][C:24]([CH3:27])=[N:25][CH:26]=[C:21]2[C:20]([C:28]2[N:29]=[N:30][C:7]([C:2]([CH3:13])([CH3:1])[C:3]([O:5][CH3:6])=[O:4])=[C:8]([OH:9])[N:31]=2)=[N:19]1.